From a dataset of Catalyst prediction with 721,799 reactions and 888 catalyst types from USPTO. Predict which catalyst facilitates the given reaction. (1) Reactant: [F:1][C:2]1[CH:7]=[CH:6][C:5]([N:8]2[C:13](=[O:14])[C:12]([CH2:15]Br)=[C:11]([C:17]3[CH:22]=[CH:21][C:20]([S:23]([CH3:26])(=[O:25])=[O:24])=[CH:19][CH:18]=3)[CH:10]=[N:9]2)=[CH:4][CH:3]=1.[Na+].[I-].[CH3:29][C:30]([SH:33])([CH3:32])[CH3:31]. Product: [F:1][C:2]1[CH:7]=[CH:6][C:5]([N:8]2[C:13](=[O:14])[C:12]([CH2:15][S:33][C:30]([CH3:32])([CH3:31])[CH3:29])=[C:11]([C:17]3[CH:22]=[CH:21][C:20]([S:23]([CH3:26])(=[O:25])=[O:24])=[CH:19][CH:18]=3)[CH:10]=[N:9]2)=[CH:4][CH:3]=1. The catalyst class is: 21. (2) Reactant: [C:1]([C:4]1[CH:12]=[C:8]([C:9](O)=[O:10])[C:7]([NH2:13])=[CH:6][CH:5]=1)([OH:3])=[O:2].[CH:14]([O-])([O-])OC.C([O-])(=O)C.[NH4+:23].Cl. Product: [C:1]([C:4]1[CH:12]=[C:8]2[C:7](=[CH:6][CH:5]=1)[N:13]=[CH:14][NH:23][C:9]2=[O:10])([OH:3])=[O:2]. The catalyst class is: 72. (3) Reactant: [Cl:1][C:2]1[CH:20]=[CH:19][C:5]([CH2:6][N:7]2[C:16](=[O:17])[C:15]3[C:10](=[N:11][CH:12]=[CH:13][N:14]=3)[NH:9][C:8]2=[O:18])=[CH:4][CH:3]=1.[CH2:21](Br)[CH2:22][CH3:23].C(=O)([O-])[O-].[K+].[K+].O. Product: [Cl:1][C:2]1[CH:20]=[CH:19][C:5]([CH2:6][N:7]2[C:16](=[O:17])[C:15]3[C:10](=[N:11][CH:12]=[CH:13][N:14]=3)[N:9]([CH2:21][CH2:22][CH3:23])[C:8]2=[O:18])=[CH:4][CH:3]=1. The catalyst class is: 85. (4) Reactant: [Br:1][C:2]1[CH:7]=[C:6]([N+:8]([O-])=O)[CH:5]=[C:4]([N+:11]([O-:13])=[O:12])[CH:3]=1. Product: [Br:1][C:2]1[CH:7]=[C:6]([CH:5]=[C:4]([N+:11]([O-:13])=[O:12])[CH:3]=1)[NH2:8]. The catalyst class is: 180. (5) Reactant: Cl[CH2:2]I.C([O-])([O-])=O.[K+].[K+].[Cl:10][C:11]1[N:16]=[C:15]([C:17]2[NH:25][C:20]3=[N:21][CH:22]=[CH:23][CH:24]=[C:19]3[CH:18]=2)[C:14]([OH:26])=[CH:13][CH:12]=1. Product: [Cl:10][C:11]1[CH:12]=[CH:13][C:14]2[O:26][CH2:2][N:25]3[C:20]4[N:21]=[CH:22][CH:23]=[CH:24][C:19]=4[CH:18]=[C:17]3[C:15]=2[N:16]=1. The catalyst class is: 3. (6) Reactant: [H-].[Al+3].[Li+].[H-].[H-].[H-].[CH3:7][C:8]([CH3:20])=[CH:9][C:10]1[CH:19]=[CH:18][C:13]([C:14](OC)=[O:15])=[CH:12][CH:11]=1.O.[OH-].[Na+]. Product: [CH3:7][C:8]([CH3:20])=[CH:9][C:10]1[CH:11]=[CH:12][C:13]([CH2:14][OH:15])=[CH:18][CH:19]=1. The catalyst class is: 27. (7) Reactant: ClC1C=CC=C(C(OO)=[O:9])C=1.[Br:12][C:13]1[CH:14]=[N:15][C:16]2[C:21]([CH:22]=1)=[CH:20][CH:19]=[CH:18][CH:17]=2. Product: [Br:12][C:13]1[CH:14]=[N+:15]([O-:9])[C:16]2[C:21]([CH:22]=1)=[CH:20][CH:19]=[CH:18][CH:17]=2. The catalyst class is: 2.